This data is from Full USPTO retrosynthesis dataset with 1.9M reactions from patents (1976-2016). The task is: Predict the reactants needed to synthesize the given product. (1) Given the product [F:1][C:2]1[CH:7]=[CH:6][CH:5]=[CH:4][C:3]=1[NH:43][C:44]1[CH:56]=[C:55]([C:57]2[CH:58]=[CH:59][CH:60]=[CH:61][CH:62]=2)[CH:54]=[CH:53][C:45]=1[C:46]([O:48][C:49]([CH3:52])([CH3:51])[CH3:50])=[O:47], predict the reactants needed to synthesize it. The reactants are: [F:1][C:2]1[CH:7]=[CH:6][CH:5]=[CH:4][C:3]=1I.C1(P(C2CCCCC2)C2C=CC=CC=2C2C(C(C)C)=CC(C(C)C)=CC=2C(C)C)CCCCC1.[NH2:43][C:44]1[CH:56]=[C:55]([C:57]2[CH:62]=[CH:61][CH:60]=[CH:59][CH:58]=2)[CH:54]=[CH:53][C:45]=1[C:46]([O:48][C:49]([CH3:52])([CH3:51])[CH3:50])=[O:47].C(=O)([O-])[O-].[Cs+].[Cs+].Cl. (2) Given the product [Br:33][C:34]1[CH:41]=[CH:40][C:37](/[CH:38]=[CH:7]/[CH2:6][CH2:5][C:2]([OH:4])=[O:3])=[CH:36][C:35]=1[F:42], predict the reactants needed to synthesize it. The reactants are: [Br-].[C:2]([CH2:5][CH2:6][CH2:7][P+](C1C=CC=CC=1)(C1C=CC=CC=1)C1C=CC=CC=1)([OH:4])=[O:3].CC([O-])(C)C.[K+].[Br:33][C:34]1[CH:41]=[CH:40][C:37]([CH:38]=O)=[CH:36][C:35]=1[F:42]. (3) Given the product [CH3:37][O:38][CH2:39][CH2:40][CH2:41][NH:42][C:3](=[O:36])[CH2:4][CH2:5][CH2:6][CH2:7][CH2:8][O:9][C:10]1[CH:11]=[CH:12][C:13]2[N:17]=[C:16]([S:18]([CH2:21][C:22]3[CH:23]=[CH:24][CH:25]=[CH:26][CH:27]=3)(=[O:19])=[O:20])[N:15]([C:28]3[CH:29]=[CH:30][C:31]([CH3:34])=[CH:32][CH:33]=3)[C:14]=2[CH:35]=1, predict the reactants needed to synthesize it. The reactants are: CO[C:3](=[O:36])[CH2:4][CH2:5][CH2:6][CH2:7][CH2:8][O:9][C:10]1[CH:11]=[CH:12][C:13]2[N:17]=[C:16]([S:18]([CH2:21][C:22]3[CH:27]=[CH:26][CH:25]=[CH:24][CH:23]=3)(=[O:20])=[O:19])[N:15]([C:28]3[CH:33]=[CH:32][C:31]([CH3:34])=[CH:30][CH:29]=3)[C:14]=2[CH:35]=1.[CH3:37][O:38][CH2:39][CH2:40][CH2:41][NH2:42]. (4) Given the product [Cl:1][C:2]1[CH:3]=[CH:4][C:5]2[N:6]([C:8]([S:16]([NH2:22])(=[O:19])=[O:17])=[C:9]([C:11]([F:14])([F:13])[F:12])[N:10]=2)[N:7]=1, predict the reactants needed to synthesize it. The reactants are: [Cl:1][C:2]1[CH:3]=[CH:4][C:5]2[N:6]([CH:8]=[C:9]([C:11]([F:14])([F:13])[F:12])[N:10]=2)[N:7]=1.Cl[S:16]([OH:19])(=O)=[O:17].C([N:22](CC)CC)C.P(Cl)(Cl)(Cl)=O.O.N.Cl. (5) Given the product [OH:14][CH2:13][CH:12]1[CH:11]([CH2:15][OH:16])[O:10][N:9]=[C:8]1[C:5]1[N:6]=[CH:7][C:2]([C:23]2[CH:22]=[CH:21][C:20]([N:38]3[CH2:42][CH:41]([CH2:43][N:44]4[CH:48]=[CH:47][N:46]=[N:45]4)[O:40][C:39]3=[O:49])=[CH:19][C:18]=2[F:17])=[CH:3][CH:4]=1, predict the reactants needed to synthesize it. The reactants are: Br[C:2]1[CH:3]=[CH:4][C:5]([C:8]2[CH:12]([CH2:13][OH:14])[CH:11]([CH2:15][OH:16])[O:10][N:9]=2)=[N:6][CH:7]=1.[F:17][C:18]1[CH:19]=[C:20]([N:38]2[CH2:42][C@H:41]([CH2:43][N:44]3[CH:48]=[CH:47][N:46]=[N:45]3)[O:40][C:39]2=[O:49])[CH:21]=[CH:22][C:23]=1C1C=[N+]([O-])C(C2CC(CO)ON=2)=CC=1.C(=O)([O-])[O-].[K+].[K+].O. (6) Given the product [Cl:15][C:16]1[C:17]2[CH:27]=[CH:26][CH:25]=[CH:24][C:18]=2[S:19][C:20]=1[C:21]([NH:13][C:5]1[CH:6]=[C:7]([C:8](=[O:10])[NH:28][C:29]2[S:30][CH:31]=[CH:32][N:33]=2)[CH:11]=[CH:12][C:4]=1[C:3]([O:2][CH3:1])=[O:14])=[O:22], predict the reactants needed to synthesize it. The reactants are: [CH3:1][O:2][C:3](=[O:14])[C:4]1[CH:12]=[CH:11][C:7]([C:8]([OH:10])=O)=[CH:6][C:5]=1[NH2:13].[Cl:15][C:16]1[C:17]2[CH:27]=[CH:26][CH:25]=[CH:24][C:18]=2[S:19][C:20]=1[C:21](Cl)=[O:22].[NH2:28][C:29]1[S:30][CH:31]=[CH:32][N:33]=1.CCN=C=NCCCN(C)C.Cl.C1C=CC2N(O)N=NC=2C=1.CCN(C(C)C)C(C)C.